From a dataset of Forward reaction prediction with 1.9M reactions from USPTO patents (1976-2016). Predict the product of the given reaction. (1) Given the reactants CNCCNC.Br[C:8]1[C:9]([N+:25]([O-:27])=[O:26])=[C:10]([C:15]([NH:18][C:19](=[O:24])[C:20]([CH3:23])([CH3:22])[CH3:21])=[CH:16][CH:17]=1)[C:11]([O:13][CH3:14])=[O:12].[NH:28]1[CH2:32][CH2:31][CH2:30][C:29]1=[O:33].C(=O)([O-])[O-].[K+].[K+], predict the reaction product. The product is: [CH3:21][C:20]([CH3:23])([CH3:22])[C:19]([NH:18][C:15]1[C:10]([C:11]([O:13][CH3:14])=[O:12])=[C:9]([N+:25]([O-:27])=[O:26])[C:8]([N:28]2[CH2:32][CH2:31][CH2:30][C:29]2=[O:33])=[CH:17][CH:16]=1)=[O:24]. (2) Given the reactants [CH:1]1([C:4]2[N:8]([CH3:9])[C:7]3[CH:10]=[C:11]([N:14]4[CH:19]=[CH:18][C:17]([OH:20])=[CH:16][C:15]4=[O:21])[CH:12]=[CH:13][C:6]=3[N:5]=2)[CH2:3][CH2:2]1.[Cl:22][C:23]1[S:27][C:26]([CH2:28]O)=[CH:25][CH:24]=1.C(P(CCCC)CCCC)CCC.N(C(N1CCCCC1)=O)=NC(N1CCCCC1)=O, predict the reaction product. The product is: [Cl:22][C:23]1[S:27][C:26]([CH2:28][O:20][C:17]2[CH:18]=[CH:19][N:14]([C:11]3[CH:12]=[CH:13][C:6]4[N:5]=[C:4]([CH:1]5[CH2:2][CH2:3]5)[N:8]([CH3:9])[C:7]=4[CH:10]=3)[C:15](=[O:21])[CH:16]=2)=[CH:25][CH:24]=1. (3) Given the reactants F[P-](F)(F)(F)(F)F.N1(OC(N(C)C)=[N+](C)C)C2N=CC=CC=2N=N1.[Br:25][C:26]1[CH:31]=[CH:30][C:29]([CH2:32][NH:33][CH3:34])=[CH:28][C:27]=1[Cl:35].[C:36]([OH:39])(=O)[CH3:37].CCN(C(C)C)C(C)C, predict the reaction product. The product is: [Br:25][C:26]1[CH:31]=[CH:30][C:29]([CH2:32][N:33]([CH3:34])[C:36](=[O:39])[CH3:37])=[CH:28][C:27]=1[Cl:35]. (4) The product is: [CH2:1]([N:4]1[C:10]2[CH:11]=[CH:12][CH:13]=[CH:14][C:9]=2[S:8][CH2:7][CH:6]([NH:15][C:16](=[O:35])[C@H:17]([O:18][CH3:19])[C@H:20]([OH:21])[C@@H:25]([OH:26])[C@H:24]([OH:23])/[CH:27]=[CH:28]/[C:29]([CH3:30])([CH3:31])[CH3:32])[C:5]1=[O:36])[CH:2]=[CH2:3]. Given the reactants [CH2:1]([N:4]1[C:10]2[CH:11]=[CH:12][CH:13]=[CH:14][C:9]=2[S:8][CH2:7][CH:6]([NH:15][C:16](=[O:35])[C@@H:17]([C@H:20]2[C@@H:25]([OH:26])[C@@H:24](/[CH:27]=[CH:28]/[C:29]([CH3:32])([CH3:31])[CH3:30])[O:23]C(C)(C)[O:21]2)[O:18][CH3:19])[C:5]1=[O:36])[CH:2]=[CH2:3].Cl.[OH-].[Na+], predict the reaction product.